Dataset: Full USPTO retrosynthesis dataset with 1.9M reactions from patents (1976-2016). Task: Predict the reactants needed to synthesize the given product. (1) Given the product [C:1]([C:5]1[CH:10]=[CH:9][C:8]([CH2:11][CH2:12][C:13]([NH:15][C:16]2[CH:21]=[CH:20][C:19]([C:28]3[CH:27]=[CH:26][CH:25]=[C:24]([OH:23])[CH:29]=3)=[CH:18][CH:17]=2)=[O:14])=[CH:7][CH:6]=1)([CH3:4])([CH3:3])[CH3:2], predict the reactants needed to synthesize it. The reactants are: [C:1]([C:5]1[CH:10]=[CH:9][C:8]([CH2:11][CH2:12][C:13]([NH:15][C:16]2[CH:21]=[CH:20][C:19](I)=[CH:18][CH:17]=2)=[O:14])=[CH:7][CH:6]=1)([CH3:4])([CH3:3])[CH3:2].[OH:23][C:24]1[CH:25]=[C:26](B(O)O)[CH:27]=[CH:28][CH:29]=1.[F-].[Cs+].C(O)C. (2) The reactants are: [CH2:1]([O:3][C:4]([CH:6]=P([C:20]1[CH:25]=[CH:24][CH:23]=[CH:22]C=1)(C1C=CC=CC=1)C1C=CC=CC=1)=[O:5])[CH3:2].[CH:26](N=C=S)(C)C.BrC(C)C(=O)C(OC)=O.O. Given the product [CH3:20][CH2:25][CH2:24][CH:23]([CH3:22])[CH3:26].[C:4]([O:3][CH2:1][CH3:2])(=[O:5])[CH3:6], predict the reactants needed to synthesize it.